Dataset: Full USPTO retrosynthesis dataset with 1.9M reactions from patents (1976-2016). Task: Predict the reactants needed to synthesize the given product. (1) The reactants are: COCCOC.Br[C:8]1[CH:9]=[CH:10][C:11]2[O:15][C:14]([CH2:16][OH:17])=[CH:13][C:12]=2[CH:18]=1.[CH3:19][O:20][C:21]([C:23]1[CH:28]=[CH:27][C:26](B(O)O)=[CH:25][CH:24]=1)=[O:22].C([O-])([O-])=O.[Na+].[Na+]. Given the product [OH:17][CH2:16][C:14]1[O:15][C:11]2[CH:10]=[CH:9][C:8]([C:26]3[CH:27]=[CH:28][C:23]([C:21]([O:20][CH3:19])=[O:22])=[CH:24][CH:25]=3)=[CH:18][C:12]=2[CH:13]=1, predict the reactants needed to synthesize it. (2) Given the product [O:4]1[C:12]2[CH:11]=[CH:10][N:9]=[C:8]([N:13]3[CH2:18][CH2:17][N:16]([CH2:19][CH2:20][C@H:21]4[CH2:26][CH2:25][C@H:24]([NH:27][C:34]([CH:30]5[CH2:31][CH2:32][CH2:33][O:28][CH2:29]5)=[O:35])[CH2:23][CH2:22]4)[CH2:15][CH2:14]3)[C:7]=2[CH2:6][CH2:5]1, predict the reactants needed to synthesize it. The reactants are: Cl.Cl.Cl.[O:4]1[C:12]2[CH:11]=[CH:10][N:9]=[C:8]([N:13]3[CH2:18][CH2:17][N:16]([CH2:19][CH2:20][C@H:21]4[CH2:26][CH2:25][C@H:24]([NH2:27])[CH2:23][CH2:22]4)[CH2:15][CH2:14]3)[C:7]=2[CH2:6][CH2:5]1.[O:28]1[CH2:33][CH2:32][CH2:31][CH:30]([C:34](O)=[O:35])[CH2:29]1. (3) Given the product [CH2:1]([S:7][CH2:8][CH2:9][C:10]([O:12][CH2:13][CH2:14][CH2:15][CH2:16][CH2:17][CH2:18][CH2:19][CH2:20][CH2:21][CH2:22][CH2:23][CH2:24][CH2:25][CH2:26][CH2:27][CH2:28][CH2:29][CH3:30])=[O:11])/[CH:2]=[CH:3]/[CH:4]=[CH:5]/[CH3:6], predict the reactants needed to synthesize it. The reactants are: [CH2:1]([S:7][CH2:8][CH2:9][C:10]([O:12][CH2:13][CH2:14][CH2:15][CH2:16][CH2:17][CH2:18][CH2:19][CH2:20][CH2:21][CH2:22][CH2:23][CH2:24][CH2:25][CH2:26][CH2:27][CH2:28][CH2:29][CH3:30])=[O:11])/[CH:2]=[CH:3]/[CH:4]=[CH:5]/[CH3:6].C(NCCS)(=O)C.C(NCCS)(=O)C.C(N(CC)CC)C. (4) Given the product [CH3:20][N:17]([CH3:16])[CH2:2][CH:3]([C:5]1[CH:10]=[CH:9][C:8]([N+:11]([O-:13])=[O:12])=[CH:7][CH:6]=1)[OH:4], predict the reactants needed to synthesize it. The reactants are: N[CH2:2][C:3]([C:5]1[CH:10]=[CH:9][C:8]([N+:11]([O-:13])=[O:12])=[CH:7][CH:6]=1)=[O:4].C=O.[C:16]([BH3-])#[N:17].[Na+].[C:20](O)(=O)C. (5) Given the product [CH3:34][O:33][C:31](=[O:32])[CH:30]([C:7]1[NH:8][C:9]2[C:14]([C:6]=1[CH2:5][CH2:4][N:1]=[N+:2]=[N-:3])=[CH:13][CH:12]=[C:11]([F:15])[CH:10]=2)[C:35]([O:37][CH3:38])=[O:36], predict the reactants needed to synthesize it. The reactants are: [N:1]([CH2:4][CH2:5][C:6]1[C:14]2[C:9](=[CH:10][C:11]([F:15])=[CH:12][CH:13]=2)[NH:8][CH:7]=1)=[N+:2]=[N-:3].CCN(CC)CC.C(OCl)(C)(C)C.[Li][CH:30]([C:35]([O:37][CH3:38])=[O:36])[C:31]([O:33][CH3:34])=[O:32]. (6) Given the product [Cl:8][C:5]1[CH:6]=[CH:7][C:2]([C:15]2[CH:14]=[CH:13][N:12]=[C:11]([O:10][CH3:9])[CH:16]=2)=[N:3][CH:4]=1, predict the reactants needed to synthesize it. The reactants are: Br[C:2]1[CH:7]=[CH:6][C:5]([Cl:8])=[CH:4][N:3]=1.[CH3:9][O:10][C:11]1[CH:16]=[C:15](B2OC(C)(C)C(C)(C)O2)[CH:14]=[CH:13][N:12]=1.C([O-])([O-])=O.[K+].[K+].